From a dataset of Full USPTO retrosynthesis dataset with 1.9M reactions from patents (1976-2016). Predict the reactants needed to synthesize the given product. (1) Given the product [CH3:26][O:25][C:20]1[CH:19]=[CH:18][C:17]2[C:22](=[CH:23][CH:24]=[C:15]([C:9]3[C:13]4[C:12](=[CH:8][CH:7]=[C:6]([C:4]5[N:5]=[C:29]([CH2:30][N:31]6[CH2:35][CH2:34][CH2:33][CH2:32]6)[NH:28][N:27]=5)[CH:14]=4)[NH:11][N:10]=3)[CH:16]=2)[CH:21]=1, predict the reactants needed to synthesize it. The reactants are: C(O[C:4]([C:6]1[CH:7]=[C:8]2[C:12](=[CH:13][CH:14]=1)[NH:11][N:10]=[C:9]2[C:15]1[CH:24]=[CH:23][C:22]2[C:17](=[CH:18][CH:19]=[C:20]([O:25][CH3:26])[CH:21]=2)[CH:16]=1)=[NH:5])C.[NH2:27][NH:28][C:29](=O)[CH2:30][N:31]1[CH2:35][CH2:34][CH2:33][CH2:32]1.C[O-].[Na+]. (2) The reactants are: C(=O)([O-])[O-].[Na+].[Na+].[Br:7][C:8]1[CH:17]=[C:16]2[C:11]([CH2:12][CH2:13][N:14](C(=O)C(F)(F)F)[CH2:15]2)=[CH:10][CH:9]=1. Given the product [Br:7][C:8]1[CH:17]=[C:16]2[C:11]([CH2:12][CH2:13][NH:14][CH2:15]2)=[CH:10][CH:9]=1, predict the reactants needed to synthesize it.